The task is: Predict the reactants needed to synthesize the given product.. This data is from Full USPTO retrosynthesis dataset with 1.9M reactions from patents (1976-2016). (1) Given the product [CH2:25]([S:28]([O:24][C:21]1[CH:20]=[CH:19][C:18]([C:8]2([C:4]3[CH:5]=[CH:6][CH:7]=[C:2]([Br:1])[CH:3]=3)[C:12]3=[N:13][CH2:14][CH2:15][CH2:16][N:11]3[C:10](=[S:17])[NH:9]2)=[CH:23][CH:22]=1)(=[O:30])=[O:29])[CH2:26][CH3:27], predict the reactants needed to synthesize it. The reactants are: [Br:1][C:2]1[CH:3]=[C:4]([C:8]2([C:18]3[CH:23]=[CH:22][C:21]([OH:24])=[CH:20][CH:19]=3)[C:12]3=[N:13][CH2:14][CH2:15][CH2:16][N:11]3[C:10](=[S:17])[NH:9]2)[CH:5]=[CH:6][CH:7]=1.[CH2:25]([S:28](Cl)(=[O:30])=[O:29])[CH2:26][CH3:27]. (2) Given the product [CH2:18]([N:2]1[C:3]([C:9]([OH:10])=[O:13])=[C:4]2[CH2:8][CH2:7][CH2:6][C:5]2=[N:1]1)[C:19]1[CH:24]=[CH:23][CH:22]=[CH:21][CH:20]=1, predict the reactants needed to synthesize it. The reactants are: [NH:1]1[C:5]2[CH2:6][CH2:7][CH2:8][C:4]=2[C:3]([C:9](N)=[O:10])=[N:2]1.C([O-])([O-])=[O:13].[K+].[K+].[CH2:18](Br)[C:19]1[CH:24]=[CH:23][CH:22]=[CH:21][CH:20]=1. (3) Given the product [Cl:1][C:2]1[C:3]([F:28])=[C:4]([CH:8]2[C:12]([C:15]3[CH:20]=[CH:19][C:18]([Cl:21])=[CH:17][C:16]=3[F:22])([C:13]#[N:14])[CH:11]([CH2:23][C:24]([CH3:25])([CH3:27])[CH3:26])[CH2:10][N:9]2[C:29]([N:45]2[CH2:46][CH2:47][N:42]([CH2:40][CH3:41])[CH2:43][CH2:44]2)=[O:30])[CH:5]=[CH:6][CH:7]=1, predict the reactants needed to synthesize it. The reactants are: [Cl:1][C:2]1[C:3]([F:28])=[C:4]([CH:8]2[C:12]([C:15]3[CH:20]=[CH:19][C:18]([Cl:21])=[CH:17][C:16]=3[F:22])([C:13]#[N:14])[CH:11]([CH2:23][C:24]([CH3:27])([CH3:26])[CH3:25])[CH2:10][NH:9]2)[CH:5]=[CH:6][CH:7]=1.[C:29](Cl)(Cl)=[O:30].C(N(CC)CC)C.[CH2:40]([N:42]1[CH2:47][CH2:46][NH:45][CH2:44][CH2:43]1)[CH3:41]. (4) Given the product [Cl:33][C:28]1[CH:27]=[C:26]([CH:31]=[CH:30][C:29]=1[Cl:32])[CH2:25][N:23]1[CH:24]=[C:20]([NH:12][CH2:11][CH2:10][N:7]2[CH2:6][CH2:5][N:4]([C:1](=[O:3])[CH3:2])[CH2:9][CH2:8]2)[N:21]=[N:22]1, predict the reactants needed to synthesize it. The reactants are: [C:1]([N:4]1[CH2:9][CH2:8][N:7]([CH2:10][CH2:11][N:12]([C:20]2[N:21]=[N:22][N:23]([CH2:25][C:26]3[CH:31]=[CH:30][C:29]([Cl:32])=[C:28]([Cl:33])[CH:27]=3)[CH:24]=2)C(=O)OC(C)(C)C)[CH2:6][CH2:5]1)(=[O:3])[CH3:2].C(O)(C(F)(F)F)=O.